The task is: Predict the product of the given reaction.. This data is from Forward reaction prediction with 1.9M reactions from USPTO patents (1976-2016). Given the reactants [CH3:1][C:2]([CH3:19])([CH2:13][CH2:14][CH2:15][CH2:16][CH2:17][CH3:18])[C:3]([O:5][C:6]1[CH:11]=[CH:10][C:9]([OH:12])=[CH:8][CH:7]=1)=[O:4].[H-].[Na+].[N+](C1C=C(S(O[CH2:35][C@@H:36]2[CH2:38][O:37]2)(=O)=O)C=CC=1)([O-])=O, predict the reaction product. The product is: [CH3:1][C:2]([CH3:19])([CH2:13][CH2:14][CH2:15][CH2:16][CH2:17][CH3:18])[C:3]([O:5][C:6]1[CH:11]=[CH:10][C:9]([O:12][CH2:35][C@@H:36]2[CH2:38][O:37]2)=[CH:8][CH:7]=1)=[O:4].